From a dataset of Full USPTO retrosynthesis dataset with 1.9M reactions from patents (1976-2016). Predict the reactants needed to synthesize the given product. (1) The reactants are: [OH:1][CH2:2][CH2:3][CH2:4][CH2:5][NH:6][S:7]([C:10]1[CH:15]=[CH:14][C:13]([C:16]2[CH:21]=[CH:20][CH:19]=[CH:18][CH:17]=2)=[CH:12][CH:11]=1)(=[O:9])=[O:8].Br[CH2:23][CH2:24][CH2:25][CH2:26][CH3:27]. Given the product [OH:1][CH2:2][CH2:3][CH2:4][CH2:5][N:6]([CH2:23][CH2:24][CH2:25][CH2:26][CH3:27])[S:7]([C:10]1[CH:15]=[CH:14][C:13]([C:16]2[CH:21]=[CH:20][CH:19]=[CH:18][CH:17]=2)=[CH:12][CH:11]=1)(=[O:9])=[O:8], predict the reactants needed to synthesize it. (2) Given the product [N:11]12[CH2:18][CH2:17][CH:14]([CH2:15][CH2:16]1)[CH:13]([CH2:19][C:20]1[NH:6][C:4](=[O:5])[C:3]3[C:2](=[CH:10][CH:9]=[CH:8][CH:7]=3)[N:1]=1)[CH2:12]2, predict the reactants needed to synthesize it. The reactants are: [NH2:1][C:2]1[CH:10]=[CH:9][CH:8]=[CH:7][C:3]=1[C:4]([NH2:6])=[O:5].[N:11]12[CH2:18][CH2:17][CH:14]([CH2:15][CH2:16]1)[CH:13]([CH2:19][C:20](Cl)=O)[CH2:12]2. (3) Given the product [CH2:23]([O:22][C:20]([C:8]1[C:9](=[O:19])[C:10]([O:11][CH2:12][C:13]2[CH:18]=[CH:17][CH:16]=[CH:15][CH:14]=2)=[C:5]2[C:3](=[O:4])[N:30]3[C@@H:26]([O:27][CH2:33][CH2:32][C@H:31]3[CH3:35])[CH2:25][N:6]2[CH:7]=1)=[O:21])[CH3:24], predict the reactants needed to synthesize it. The reactants are: CO[C:3]([C:5]1[N:6]([CH2:25][CH:26]=[O:27])[CH:7]=[C:8]([C:20]([O:22][CH2:23][CH3:24])=[O:21])[C:9](=[O:19])[C:10]=1[O:11][CH2:12][C:13]1[CH:18]=[CH:17][CH:16]=[CH:15][CH:14]=1)=[O:4].CO.[NH2:30][C@H:31]([CH3:35])[CH2:32][CH2:33]O.C(O)(=O)C. (4) Given the product [OH:1][C:2]1[CH:3]=[C:4]([CH2:18][CH2:19][C:20]#[N:21])[C:5]2[O:9][C:8]([C:10]3[CH:11]=[CH:12][C:13]([OH:16])=[CH:14][CH:15]=3)=[CH:7][C:6]=2[CH:17]=1, predict the reactants needed to synthesize it. The reactants are: [OH:1][C:2]1[CH:3]=[C:4]([CH:18]=[CH:19][C:20]#[N:21])[C:5]2[O:9][C:8]([C:10]3[CH:15]=[CH:14][C:13]([OH:16])=[CH:12][CH:11]=3)=[CH:7][C:6]=2[CH:17]=1. (5) Given the product [C:6]1([C:12]2([C:28](=[O:30])[CH2:1][CH2:2][CH3:3])[CH2:17][CH2:16][N:15]([S:18]([C:21]3[CH:26]=[CH:25][C:24]([CH3:27])=[CH:23][CH:22]=3)(=[O:20])=[O:19])[CH2:14][CH2:13]2)[CH:11]=[CH:10][CH:9]=[CH:8][CH:7]=1, predict the reactants needed to synthesize it. The reactants are: [CH2:1]([Mg]Cl)[CH2:2][CH3:3].[C:6]1([C:12]2([C:28]#N)[CH2:17][CH2:16][N:15]([S:18]([C:21]3[CH:26]=[CH:25][C:24]([CH3:27])=[CH:23][CH:22]=3)(=[O:20])=[O:19])[CH2:14][CH2:13]2)[CH:11]=[CH:10][CH:9]=[CH:8][CH:7]=1.[O:30]1CCCC1. (6) Given the product [CH3:25][C:26]1([CH3:59])[CH2:35][CH2:34][C:33]([CH3:36])([CH3:37])[C:32]2[CH:31]=[C:30](/[CH:38]=[CH:39]/[C:40]3[CH:50]=[CH:49][C:43]([C:44]([OH:46])=[O:45])=[CH:42][CH:41]=3)[C:29]([CH2:51][C:52]3[CH:53]=[CH:54][C:55]([CH3:58])=[CH:56][CH:57]=3)=[CH:28][C:27]1=2, predict the reactants needed to synthesize it. The reactants are: C(C1C(CC2C=CC(C)=CC=2)=CC2C(C)(C)CCC(C)(C)C=2C=1)=O.[CH3:25][C:26]1([CH3:59])[CH2:35][CH2:34][C:33]([CH3:37])([CH3:36])[C:32]2[CH:31]=[C:30](/[CH:38]=[CH:39]/[C:40]3[CH:50]=[CH:49][C:43]([C:44]([O:46]CC)=[O:45])=[CH:42][CH:41]=3)[C:29]([CH2:51][C:52]3[CH:57]=[CH:56][C:55]([CH3:58])=[CH:54][CH:53]=3)=[CH:28][C:27]1=2. (7) Given the product [Br:1][C:2]1[C:3]([N:18]2[CH2:23][CH2:22][CH2:21][C@@H:20]([NH:24][C:25](=[O:31])[O:26][C:27]([CH3:29])([CH3:28])[CH3:30])[CH2:19]2)=[C:4]2[C:10]([NH:11][C:12]([CH:14]3[CH2:16][CH2:15]3)=[O:13])=[CH:9][NH:8][C:5]2=[N:6][CH:7]=1, predict the reactants needed to synthesize it. The reactants are: [Br:1][C:2]1[C:3](F)=[C:4]2[C:10]([NH:11][C:12]([CH:14]3[CH2:16][CH2:15]3)=[O:13])=[CH:9][NH:8][C:5]2=[N:6][CH:7]=1.[NH:18]1[CH2:23][CH2:22][CH2:21][C@@H:20]([NH:24][C:25](=[O:31])[O:26][C:27]([CH3:30])([CH3:29])[CH3:28])[CH2:19]1. (8) Given the product [C:44]([O:43][C:41]([N:37]1[CH2:38][CH2:39][CH2:40][C@H:36]1[C:34]1[NH:33][C:32]2[CH:48]=[C:49]([C:2]3[CH:3]=[CH:4][C:5]([C:8]#[C:28][C:12]4[NH:13][C:14]([C@@H:16]5[CH2:20][CH2:19][CH2:18][N:17]5[C:21]([O:23][C:24]([CH3:26])([CH3:27])[CH3:25])=[O:22])=[N:15][CH:11]=4)=[CH:6][CH:7]=3)[CH:30]=[CH:29][C:31]=2[N:35]=1)=[O:42])([CH3:47])([CH3:46])[CH3:45], predict the reactants needed to synthesize it. The reactants are: Br[C:2]1[CH:7]=[CH:6][C:5]([C:8]2C=C[C:11]3[N:15]=[C:14]([C@@H:16]4[CH2:20][CH2:19][CH2:18][N:17]4[C:21]([O:23][C:24]([CH3:27])([CH3:26])[CH3:25])=[O:22])[NH:13][C:12]=3[CH:28]=2)=[CH:4][CH:3]=1.[C:29]([C:31]1[NH:35][C:34]([C@@H:36]2[CH2:40][CH2:39][CH2:38][N:37]2[C:41]([O:43][C:44]([CH3:47])([CH3:46])[CH3:45])=[O:42])=[N:33][CH:32]=1)#[CH:30].[CH2:48](N(CC)CC)[CH3:49].N#N. (9) Given the product [NH2:5][CH2:6][C:7]1[C:8]([Cl:17])=[C:9]([C:13]([Cl:16])=[CH:14][CH:15]=1)[C:10]([OH:12])=[O:11], predict the reactants needed to synthesize it. The reactants are: FC(F)(F)C([NH:5][CH2:6][C:7]1[C:8]([Cl:17])=[C:9]([C:13]([Cl:16])=[CH:14][CH:15]=1)[C:10]([OH:12])=[O:11])=O.CO.[OH-].[Na+].Cl.